Dataset: Full USPTO retrosynthesis dataset with 1.9M reactions from patents (1976-2016). Task: Predict the reactants needed to synthesize the given product. (1) The reactants are: [CH2:1]([NH:8][CH:9]1[CH2:18][CH2:17][C:16]2[C:11](=[CH:12][CH:13]=[C:14](Br)[CH:15]=2)[CH2:10]1)[C:2]1[CH:7]=[CH:6][CH:5]=[CH:4][CH:3]=1.[NH:20]1[CH2:24][CH2:23][CH2:22][C@H:21]1[CH2:25][N:26]1[CH2:30][CH2:29][CH2:28][CH2:27]1.BrC1C=C2C(=CC=1)C[C:37](=[O:42])CC2.C(N)C1C=CC=CC=1. Given the product [CH2:1]([NH:8][CH:9]1[CH2:18][CH2:17][C:16]2[CH:15]=[C:14]([C:37]([N:20]3[CH2:24][CH2:23][CH2:22][CH:21]3[CH2:25][N:26]3[CH2:30][CH2:29][CH2:28][CH2:27]3)=[O:42])[CH:13]=[CH:12][C:11]=2[CH2:10]1)[C:2]1[CH:7]=[CH:6][CH:5]=[CH:4][CH:3]=1, predict the reactants needed to synthesize it. (2) The reactants are: [Cl:1][C:2]1[CH:7]=[CH:6][CH:5]=[CH:4][C:3]=1[CH:8]=[CH:9][C:10]([OH:12])=[O:11]. Given the product [Cl:1][C:2]1[CH:7]=[CH:6][CH:5]=[CH:4][C:3]=1[CH2:8][CH2:9][C:10]([OH:12])=[O:11], predict the reactants needed to synthesize it. (3) Given the product [C:1]([O:5][C:6]([NH:8][CH2:9][C:10]1([C:16]([OH:18])=[O:17])[CH2:11][CH2:12][O:13][CH2:14][CH2:15]1)=[O:7])([CH3:4])([CH3:2])[CH3:3], predict the reactants needed to synthesize it. The reactants are: [C:1]([O:5][C:6]([NH:8][CH2:9][C:10]1([C:16]([O:18]CC)=[O:17])[CH2:15][CH2:14][O:13][CH2:12][CH2:11]1)=[O:7])([CH3:4])([CH3:3])[CH3:2].[OH-].[Na+]. (4) Given the product [CH3:33][O:32][C:11]1[CH:12]=[C:13]2[C:18](=[CH:19][C:10]=1[O:9][CH2:8][CH2:7][N:40]1[CH2:45][CH2:44][CH:43]([C:46]([NH2:48])=[O:47])[CH2:42][CH2:41]1)[N:17]=[CH:16][CH:15]=[C:14]2[O:20][C:21]1[C:22]([CH3:31])=[N:23][C:24]2[C:29]([CH:30]=1)=[CH:28][CH:27]=[CH:26][CH:25]=2, predict the reactants needed to synthesize it. The reactants are: CN(C)C=O.Cl[CH2:7][CH2:8][O:9][C:10]1[CH:19]=[C:18]2[C:13]([C:14]([O:20][C:21]3[C:22]([CH3:31])=[N:23][C:24]4[C:29]([CH:30]=3)=[CH:28][CH:27]=[CH:26][CH:25]=4)=[CH:15][CH:16]=[N:17]2)=[CH:12][C:11]=1[O:32][CH3:33].C(=O)([O-])[O-].[K+].[K+].[NH:40]1[CH2:45][CH2:44][CH:43]([C:46]([NH2:48])=[O:47])[CH2:42][CH2:41]1. (5) Given the product [CH3:1][O:2][C:3]1[CH:4]=[C:5]2[N:22]=[CH:21][N:20]=[C:19]([NH:23][C:24]3[CH:25]=[CH:26][C:27]([F:31])=[C:28]([Cl:30])[CH:29]=3)[C:6]2=[CH:7][C:8]=1[O:9][CH2:10][CH2:11][CH2:12][N:13]1[CH2:18][CH2:17][O:16][CH2:15][CH2:14]1.[C:32]([OH:44])(=[O:43])/[CH:33]=[CH:34]/[C:35]1[CH:42]=[CH:41][C:39]([OH:40])=[C:37]([OH:38])[CH:36]=1, predict the reactants needed to synthesize it. The reactants are: [CH3:1][O:2][C:3]1[CH:4]=[C:5]2[N:22]=[CH:21][N:20]=[C:19]([NH:23][C:24]3[CH:25]=[CH:26][C:27]([F:31])=[C:28]([Cl:30])[CH:29]=3)[C:6]2=[CH:7][C:8]=1[O:9][CH2:10][CH2:11][CH2:12][N:13]1[CH2:18][CH2:17][O:16][CH2:15][CH2:14]1.[C:32]([OH:44])(=[O:43])/[CH:33]=[CH:34]/[C:35]1[CH:42]=[CH:41][C:39]([OH:40])=[C:37]([OH:38])[CH:36]=1. (6) The reactants are: [CH2:1]([O:3][C:4]([C:6]1[C:7]([OH:25])=[C:8]2[C:14]([Br:15])=[C:13]([Br:16])[N:12]([C:17]3[CH:22]=[CH:21][C:20](OC)=[CH:19][CH:18]=3)[C:9]2=[CH:10][N:11]=1)=[O:5])[CH3:2].[F:26]C1C=CC(N)=CC=1. Given the product [CH2:1]([O:3][C:4]([C:6]1[C:7]([OH:25])=[C:8]2[C:14]([Br:15])=[C:13]([Br:16])[N:12]([C:17]3[CH:22]=[CH:21][C:20]([F:26])=[CH:19][CH:18]=3)[C:9]2=[CH:10][N:11]=1)=[O:5])[CH3:2], predict the reactants needed to synthesize it.